Dataset: Peptide-MHC class I binding affinity with 185,985 pairs from IEDB/IMGT. Task: Regression. Given a peptide amino acid sequence and an MHC pseudo amino acid sequence, predict their binding affinity value. This is MHC class I binding data. (1) The peptide sequence is VTFFCVMTY. The binding affinity (normalized) is 0.0847. The MHC is HLA-B46:01 with pseudo-sequence HLA-B46:01. (2) The peptide sequence is CIVQSVLRDI. The MHC is HLA-A68:02 with pseudo-sequence HLA-A68:02. The binding affinity (normalized) is 0.246. (3) The peptide sequence is YRRKLTNPA. The MHC is HLA-A31:01 with pseudo-sequence HLA-A31:01. The binding affinity (normalized) is 0.0847. (4) The peptide sequence is YLVPNVIGGV. The MHC is HLA-A02:01 with pseudo-sequence HLA-A02:01. The binding affinity (normalized) is 1.00. (5) The peptide sequence is FEDLRLLSF. The MHC is HLA-B18:01 with pseudo-sequence HLA-B18:01. The binding affinity (normalized) is 0.619.